Task: Predict which catalyst facilitates the given reaction.. Dataset: Catalyst prediction with 721,799 reactions and 888 catalyst types from USPTO Reactant: C([O:3][C:4](=[O:36])[CH:5]=[C:6]([C:8]1[S:12][C:11]2[CH:13]=[CH:14][CH:15]=[C:16]([C:17]3[CH:22]=[C:21]([C:23]([CH3:26])([CH3:25])[CH3:24])[CH:20]=[C:19]([C:27]([CH3:30])([CH3:29])[CH3:28])[C:18]=3[O:31][CH2:32][CH:33]([F:35])[F:34])[C:10]=2[CH:9]=1)[CH3:7])C.C1COCC1.[Li+].[OH-]. Product: [F:35][CH:33]([F:34])[CH2:32][O:31][C:18]1[C:19]([C:27]([CH3:29])([CH3:28])[CH3:30])=[CH:20][C:21]([C:23]([CH3:26])([CH3:25])[CH3:24])=[CH:22][C:17]=1[C:16]1[C:10]2[CH:9]=[C:8]([C:6]([CH3:7])=[CH:5][C:4]([OH:36])=[O:3])[S:12][C:11]=2[CH:13]=[CH:14][CH:15]=1. The catalyst class is: 5.